From a dataset of Reaction yield outcomes from USPTO patents with 853,638 reactions. Predict the reaction yield, written as a fraction of the theoretical maximum amount of product (1.0 means a 100% yield; for example, 0.34 means a 34% yield). (1) The reactants are [CH3:1][O:2][C:3](=[O:28])[CH2:4][N:5]1[C:11](=[O:12])[C@@H:10]([NH:13][C:14](=[O:23])[CH2:15][CH2:16][C:17]2[CH:22]=[CH:21][CH:20]=[CH:19][CH:18]=2)[CH2:9][NH:8][C:7]2[CH:24]=[CH:25][CH:26]=[CH:27][C:6]1=2.C(=O)([O-])[O-].[Ca+2].[CH2:34](Br)[C:35]1[CH:40]=[CH:39][CH:38]=[CH:37][CH:36]=1.CN(C)C=O. The catalyst is C(OCC)(=O)C. The product is [CH3:1][O:2][C:3](=[O:28])[CH2:4][N:5]1[C:11](=[O:12])[C@@H:10]([NH:13][C:14](=[O:23])[CH2:15][CH2:16][C:17]2[CH:18]=[CH:19][CH:20]=[CH:21][CH:22]=2)[CH2:9][N:8]([CH2:34][C:35]2[CH:40]=[CH:39][CH:38]=[CH:37][CH:36]=2)[C:7]2[CH:24]=[CH:25][CH:26]=[CH:27][C:6]1=2. The yield is 0.750. (2) The reactants are [CH3:1][O:2][C:3]1[CH:4]=[C:5]([SH:9])[CH:6]=[CH:7][CH:8]=1.[CH3:10][C:11](OC(C)=O)=[O:12]. The catalyst is C(Cl)Cl. The product is [C:11](=[O:12])([S:9][C:5]1[CH:6]=[CH:7][CH:8]=[C:3]([O:2][CH3:1])[CH:4]=1)[CH3:10]. The yield is 1.00. (3) The reactants are [CH2:1]([O:8][C:9]1[N:14]=[C:13]2[S:15][C:16]([N:18]=[C:19](SC)SC)=[N:17][C:12]2=[CH:11][CH:10]=1)[C:2]1[CH:7]=[CH:6][CH:5]=[CH:4][CH:3]=1.Cl.Cl.[NH2:26][CH2:27][C@@:28]1([OH:36])[CH:33]2[CH2:34][CH2:35][N:30]([CH2:31][CH2:32]2)[CH2:29]1.C(=O)([O-])[O-].[Cs+].[Cs+].O. The catalyst is CN(C=O)C. The product is [CH2:1]([O:8][C:9]1[N:14]=[C:13]2[S:15][C:16]([NH:18][C:19]3[O:36][C@:28]4([CH2:27][N:26]=3)[CH:33]3[CH2:34][CH2:35][N:30]([CH2:31][CH2:32]3)[CH2:29]4)=[N:17][C:12]2=[CH:11][CH:10]=1)[C:2]1[CH:7]=[CH:6][CH:5]=[CH:4][CH:3]=1. The yield is 0.670.